Dataset: Forward reaction prediction with 1.9M reactions from USPTO patents (1976-2016). Task: Predict the product of the given reaction. (1) Given the reactants [CH3:1][C:2]1[N:7]=[C:6]2[N:8]([C:11]3[CH:16]=[CH:15][C:14]([O:17][CH3:18])=[CH:13][C:12]=3[CH3:19])[CH2:9][CH2:10][C:5]2=[C:4]([N:20]2[CH:24]=[CH:23][C:22]([N:25]3[S:29](=[O:31])(=[O:30])[N:28](C(OC)=O)[CH2:27][CH2:26]3)=[N:21]2)[CH:3]=1.[OH-].[Na+].C([O-])(O)=O.[Na+], predict the reaction product. The product is: [O:31]=[S:29]1(=[O:30])[NH:28][CH2:27][CH2:26][N:25]1[C:22]1[CH:23]=[CH:24][N:20]([C:4]2[CH:3]=[C:2]([CH3:1])[N:7]=[C:6]3[N:8]([C:11]4[CH:16]=[CH:15][C:14]([O:17][CH3:18])=[CH:13][C:12]=4[CH3:19])[CH2:9][CH2:10][C:5]=23)[N:21]=1. (2) Given the reactants [N+:1]([C:4]1[CH:13]=[C:12]([N+:14]([O-])=O)[C:11]2[C:6](=[CH:7][CH:8]=[CH:9][CH:10]=2)[C:5]=1O)([O-])=O.[I-].[Na+].[I-], predict the reaction product. The product is: [NH2:14][C:12]1[C:11]2[C:6](=[CH:7][CH:8]=[CH:9][CH:10]=2)[CH:5]=[C:4]([NH2:1])[CH:13]=1. (3) Given the reactants [C:1]([O:4][C@@H:5]1[C@@H:10]([O:11][C:12](=[O:14])[CH3:13])[C@@H:9]([O:15][C:16](=[O:18])[CH3:17])[C@@H:8]([CH2:19][O:20][C:21](=[O:23])[CH3:22])[O:7][C@H:6]1[O:24][C@@H:25]1[C@@H:30]([CH2:31][O:32][C:33](=[O:35])[CH3:34])[O:29][C@@H:28]([N:36]=[N+]=[N-])[C@H:27]([O:39][C:40](=[O:42])[CH3:41])[C@H:26]1[O:43][C:44](=[O:46])[CH3:45])(=[O:3])[CH3:2], predict the reaction product. The product is: [C:1]([O:4][C@@H:5]1[C@@H:10]([O:11][C:12](=[O:14])[CH3:13])[C@@H:9]([O:15][C:16](=[O:18])[CH3:17])[C@@H:8]([CH2:19][O:20][C:21](=[O:23])[CH3:22])[O:7][C@H:6]1[O:24][C@@H:25]1[C@@H:30]([CH2:31][O:32][C:33](=[O:35])[CH3:34])[O:29][C@@H:28]([NH2:36])[C@H:27]([O:39][C:40](=[O:42])[CH3:41])[C@H:26]1[O:43][C:44](=[O:46])[CH3:45])(=[O:3])[CH3:2]. (4) Given the reactants Cl[CH:2]1[C:7](=[O:8])[CH2:6][C:5]([CH2:14][CH2:15][C:16]2[CH:21]=[CH:20][C:19]([O:22][CH3:23])=[C:18]([Cl:24])[CH:17]=2)([CH:9]2[CH2:13][CH2:12][CH2:11][CH2:10]2)[O:4][C:3]1=[O:25].[CH3:26][C:27]1[N:32]2[N:33]=[C:34]([SH:36])[N:35]=[C:31]2[N:30]=[CH:29][CH:28]=1, predict the reaction product. The product is: [Cl:24][C:18]1[CH:17]=[C:16]([CH2:15][CH2:14][C:5]2([CH:9]3[CH2:13][CH2:12][CH2:11][CH2:10]3)[O:4][C:3](=[O:25])[C:2]([S:36][C:34]3[N:35]=[C:31]4[N:30]=[CH:29][CH:28]=[C:27]([CH3:26])[N:32]4[N:33]=3)=[C:7]([OH:8])[CH2:6]2)[CH:21]=[CH:20][C:19]=1[O:22][CH3:23]. (5) Given the reactants Cl[C:2]1[N:3]=[C:4]([N:15]2[CH2:20][CH2:19][O:18][CH2:17][CH2:16]2)[C:5]2[S:10][C:9]([C:11]([OH:14])([CH3:13])[CH3:12])=[CH:8][C:6]=2[N:7]=1.[CH:21]([C:23]1[CH:24]=[N:25][CH:26]=[C:27](B(O)O)[CH:28]=1)=[O:22], predict the reaction product. The product is: [OH:14][C:11]([C:9]1[S:10][C:5]2[C:4]([N:15]3[CH2:20][CH2:19][O:18][CH2:17][CH2:16]3)=[N:3][C:2]([C:27]3[CH:28]=[C:23]([CH:21]=[O:22])[CH:24]=[N:25][CH:26]=3)=[N:7][C:6]=2[CH:8]=1)([CH3:13])[CH3:12].